Dataset: Catalyst prediction with 721,799 reactions and 888 catalyst types from USPTO. Task: Predict which catalyst facilitates the given reaction. (1) Reactant: [CH2:1]([O:3][C:4](=[O:17])[C:5](Cl)=[N:6][NH:7][C:8]1[CH:13]=[CH:12][C:11]([O:14][CH3:15])=[CH:10][CH:9]=1)[CH3:2].[N:18]1([C:24]2[C:25](=[O:30])[NH:26][CH2:27][CH2:28][CH:29]=2)[CH2:23][CH2:22][O:21][CH2:20][CH2:19]1.C(N(CC)CC)C.O. Product: [CH2:1]([O:3][C:4]([C:5]1[CH:29]2[C:24]([N:18]3[CH2:19][CH2:20][O:21][CH2:22][CH2:23]3)([C:25](=[O:30])[NH:26][CH2:27][CH2:28]2)[N:7]([C:8]2[CH:13]=[CH:12][C:11]([O:14][CH3:15])=[CH:10][CH:9]=2)[N:6]=1)=[O:17])[CH3:2]. The catalyst class is: 13. (2) Reactant: [Cl:1][C:2]1[CH:3]=[CH:4][C:5]([O:26][CH2:27][CH:28]([CH3:30])[CH3:29])=[C:6]([CH2:8][N:9]2[C:13]([CH3:14])=[CH:12][C:11]([NH:15][C:16](=[O:25])[C:17]3[CH:22]=[CH:21][C:20]([CH:23]=O)=[CH:19][CH:18]=3)=[N:10]2)[CH:7]=1.C(O)(=O)C.[O:35]=[C:36]1[CH2:41][NH:40][CH2:39][CH2:38][NH:37]1.C(O[BH-](OC(=O)C)OC(=O)C)(=O)C.[Na+]. Product: [ClH:1].[Cl:1][C:2]1[CH:3]=[CH:4][C:5]([O:26][CH2:27][CH:28]([CH3:30])[CH3:29])=[C:6]([CH2:8][N:9]2[C:13]([CH3:14])=[CH:12][C:11]([NH:15][C:16](=[O:25])[C:17]3[CH:22]=[CH:21][C:20]([CH2:23][N:40]4[CH2:39][CH2:38][NH:37][C:36](=[O:35])[CH2:41]4)=[CH:19][CH:18]=3)=[N:10]2)[CH:7]=1. The catalyst class is: 4. (3) Product: [CH3:30][CH:31]([S:33]([O:8][C:6]1[C:5]2[O:9][C:10]3[CH:11]=[CH:12][C:13]([C@@H:22]([OH:27])[CH2:23][CH:24]([CH3:25])[CH3:26])=[C:14]([O:20][CH3:21])[C:15]=3[C:16](=[O:17])[O:18][CH2:19][C:4]=2[CH:3]=[C:2]([CH3:1])[CH:7]=1)(=[O:35])=[O:34])[CH3:32]. The catalyst class is: 217. Reactant: [CH3:1][C:2]1[CH:7]=[C:6]([OH:8])[C:5]2[O:9][C:10]3[C:15]([C:16]([O:18][CH2:19][C:4]=2[CH:3]=1)=[O:17])=[C:14]([O:20][CH3:21])[C:13]([C@@H:22]([OH:27])[CH2:23][CH:24]([CH3:26])[CH3:25])=[CH:12][CH:11]=3.[H-].[Na+].[CH3:30][CH:31]([S:33](Cl)(=[O:35])=[O:34])[CH3:32].C(N(CC)CC)C. (4) Reactant: [Br:1][C:2]1[CH:10]=[CH:9][CH:8]=[CH:7][C:3]=1[C:4]([OH:6])=[O:5].C1CCC(N=C=NC2CCCCC2)CC1.[C:26](O)([CH3:29])([CH3:28])[CH3:27]. Product: [Br:1][C:2]1[CH:10]=[CH:9][CH:8]=[CH:7][C:3]=1[C:4]([O:6][C:26]([CH3:29])([CH3:28])[CH3:27])=[O:5]. The catalyst class is: 154. (5) Reactant: C([O:8][C:9]1[C:10]2[N:11]([C:16]([C:37]3[CH:42]=[CH:41][CH:40]=[CH:39][CH:38]=3)=[C:17]([C:19]3[CH:24]=[CH:23][C:22]([C:25]4([NH:29][C:30](=[O:36])[O:31][C:32]([CH3:35])([CH3:34])[CH3:33])[CH2:28][CH2:27][CH2:26]4)=[CH:21][CH:20]=3)[N:18]=2)[N:12]=[C:13](Cl)[CH:14]=1)C1C=CC=CC=1.C1[CH2:47][O:46][CH2:45]C1.C(N(CC)CC)C.C[OH:56]. Product: [C:32]([O:31][C:30]([NH:29][C:25]1([C:22]2[CH:21]=[CH:20][C:19]([C:17]3[N:18]=[C:10]4[C:9]([OH:8])=[CH:14][C:13]([C:45]([O:46][CH3:47])=[O:56])=[N:12][N:11]4[C:16]=3[C:37]3[CH:42]=[CH:41][CH:40]=[CH:39][CH:38]=3)=[CH:24][CH:23]=2)[CH2:26][CH2:27][CH2:28]1)=[O:36])([CH3:34])([CH3:33])[CH3:35]. The catalyst class is: 140. (6) Reactant: [C:1]([C:4]1[CH:9]=[CH:8][C:7]([C:10]2[N:15]=[C:14]([NH:16][CH2:17][C:18]3[CH:23]=[CH:22][C:21]([O:24][CH3:25])=[C:20]([O:26][CH3:27])[CH:19]=3)[N:13]3[N:28]=[C:29]([C:31]4[O:32][CH:33]=[CH:34][CH:35]=4)[N:30]=[C:12]3[CH:11]=2)=[CH:6][CH:5]=1)([OH:3])=[O:2].[C:36](Cl)(=O)C(Cl)=O. Product: [CH3:27][O:26][C:20]1[CH:19]=[C:18]([CH:23]=[CH:22][C:21]=1[O:24][CH3:25])[CH2:17][NH:16][C:14]1[N:13]2[N:28]=[C:29]([C:31]3[O:32][CH:33]=[CH:34][CH:35]=3)[N:30]=[C:12]2[CH:11]=[C:10]([C:7]2[CH:6]=[CH:5][C:4]([C:1]([O:3][CH3:36])=[O:2])=[CH:9][CH:8]=2)[N:15]=1. The catalyst class is: 4. (7) Reactant: [CH2:1]([NH:4][CH2:5][CH2:6][C:7]([O:9][CH2:10][CH3:11])=[O:8])[CH:2]=[CH2:3].[CH:12]1[CH:17]=[CH:16][C:15]([CH2:18][O:19][C:20](Cl)=[O:21])=[CH:14][CH:13]=1. Product: [CH2:1]([N:4]([C:20]([O:19][CH2:18][C:15]1[CH:16]=[CH:17][CH:12]=[CH:13][CH:14]=1)=[O:21])[CH2:5][CH2:6][C:7]([O:9][CH2:10][CH3:11])=[O:8])[CH:2]=[CH2:3]. The catalyst class is: 2.